Task: Predict the reactants needed to synthesize the given product.. Dataset: Full USPTO retrosynthesis dataset with 1.9M reactions from patents (1976-2016) Given the product [Cl:8][C:6]1[N:5]=[C:4]([C:9]2[CH:10]=[N:11][CH:12]=[CH:13][CH:14]=2)[N:3]=[C:2]([NH:25][CH:22]2[CH2:24][CH2:23]2)[CH:7]=1, predict the reactants needed to synthesize it. The reactants are: Cl[C:2]1[CH:7]=[C:6]([Cl:8])[N:5]=[C:4]([C:9]2[CH:10]=[N:11][CH:12]=[CH:13][CH:14]=2)[N:3]=1.C(N(CC)CC)C.[CH:22]1([NH2:25])[CH2:24][CH2:23]1.